Dataset: Forward reaction prediction with 1.9M reactions from USPTO patents (1976-2016). Task: Predict the product of the given reaction. (1) Given the reactants [F:1][C:2]1[N:10]=[CH:9][CH:8]=[CH:7][C:3]=1C(O)=O.[N:11]1[CH:16]=[CH:15][CH:14]=[C:13]([C:17]2[CH:21]=[C:20]([C:22]([F:25])([F:24])[F:23])[N:19]([C:26]3[CH:27]=[CH:28][C:29]([NH2:32])=[N:30][CH:31]=3)[N:18]=2)[CH:12]=1.[C:33](OCC)(=[O:35])C, predict the reaction product. The product is: [F:1][C:2]1[CH:3]=[C:7]([CH:8]=[CH:9][N:10]=1)[C:33]([NH:32][C:29]1[CH:28]=[CH:27][C:26]([N:19]2[C:20]([C:22]([F:25])([F:23])[F:24])=[CH:21][C:17]([C:13]3[CH:12]=[N:11][CH:16]=[CH:15][CH:14]=3)=[N:18]2)=[CH:31][N:30]=1)=[O:35]. (2) Given the reactants [NH2:1][C:2]1[S:3]/[C:4](=[CH:8]\[C:9]2[CH:14]=[C:13]([O:15][CH3:16])[C:12]([OH:17])=[C:11]([Cl:18])[CH:10]=2)/[C:5](=[O:7])[N:6]=1.Br[CH2:20][C:21]([C:23]1[CH:24]=[N:25][C:26]([N:29]2[CH:33]=[C:32]([CH3:34])[N:31]=[CH:30]2)=[CH:27][CH:28]=1)=O, predict the reaction product. The product is: [Cl:18][C:11]1[CH:10]=[C:9](/[CH:8]=[C:4]2/[C:5](=[O:7])[N:6]3[CH:20]=[C:21]([C:23]4[CH:24]=[N:25][C:26]([N:29]5[CH:33]=[C:32]([CH3:34])[NH:31][CH2:30]5)=[CH:27][CH:28]=4)[N:1]=[C:2]3[S:3]/2)[CH:14]=[C:13]([O:15][CH3:16])[C:12]=1[OH:17]. (3) Given the reactants [Br:1][C:2]1[CH:3]=[C:4]2[C:8](=[C:9]([C:11]([NH2:13])=[O:12])[CH:10]=1)[NH:7][CH:6]=[CH:5]2.O=[C:15]1[CH2:20][CH2:19][N:18]([C:21]([O:23][C:24]([CH3:27])([CH3:26])[CH3:25])=[O:22])[CH2:17][CH2:16]1.C[O-].[Na+], predict the reaction product. The product is: [NH2:13][C:11]([C:9]1[CH:10]=[C:2]([Br:1])[CH:3]=[C:4]2[C:8]=1[NH:7][CH:6]=[C:5]2[C:15]1[CH2:20][CH2:19][N:18]([C:21]([O:23][C:24]([CH3:27])([CH3:26])[CH3:25])=[O:22])[CH2:17][CH:16]=1)=[O:12].